The task is: Predict which catalyst facilitates the given reaction.. This data is from Catalyst prediction with 721,799 reactions and 888 catalyst types from USPTO. (1) Reactant: [CH3:1][C:2]1([CH3:26])[C:11]2[C:6](=[CH:7][C:8](/[CH:12]=[CH:13]/[C:14]3[CH:23]=[CH:22][C:17]([C:18]([O:20]C)=[O:19])=[CH:16][CH:15]=3)=[CH:9][CH:10]=2)[C:5]([CH3:25])([CH3:24])[CH2:4][CH2:3]1.[OH-].[K+]. Product: [CH3:1][C:2]1([CH3:26])[C:11]2[C:6](=[CH:7][C:8](/[CH:12]=[CH:13]/[C:14]3[CH:15]=[CH:16][C:17]([C:18]([OH:20])=[O:19])=[CH:22][CH:23]=3)=[CH:9][CH:10]=2)[C:5]([CH3:25])([CH3:24])[CH2:4][CH2:3]1. The catalyst class is: 6. (2) Reactant: [CH3:1][C@@:2]12[C@@H:10]([C:11]([CH2:13][OH:14])=[O:12])[CH2:9][CH2:8][C@H:7]1[C@@H:6]1[CH2:15][CH2:16][C:17]3[C@@:23]([CH3:24])([C@H:5]1[CH2:4][CH2:3]2)[CH2:22][CH2:21][C:19](=[O:20])[CH:18]=3.[Br:25][CH2:26][CH2:27][CH2:28][CH2:29][CH2:30]Br.[OH-].[K+].[OH-].C([N+](CCCC)(CCCC)CCCC)CCC. Product: [Br:25][CH2:26][CH2:27][CH2:28][CH2:29][CH2:30][O:14][CH2:13][C:11]([CH:10]1[C:2]2([CH3:1])[CH:7]([CH:6]3[CH:5]([CH2:4][CH2:3]2)[C:23]2([CH3:24])[C:17](=[CH:18][C:19](=[O:20])[CH2:21][CH2:22]2)[CH2:16][CH2:15]3)[CH2:8][CH2:9]1)=[O:12]. The catalyst class is: 4. (3) The catalyst class is: 32. Reactant: [CH3:1][N:2]1[C@@H:19]2[CH2:20][C:7]3[CH:8]=[CH:9][C:10]([O:22][CH3:23])=[C:11]4[O:12][C@H:13]5[C:14]([CH2:16][CH2:17][C@:18]2([OH:21])[C@:5]5([C:6]=34)[CH2:4][CH2:3]1)=[O:15].C(O)C.[ClH:27]. Product: [CH3:1][N:2]1[C@@H:19]2[CH2:20][C:7]3[CH:8]=[CH:9][C:10]([O:22][CH3:23])=[C:11]4[O:12][C@H:13]5[C:14]([CH2:16][CH2:17][C@:18]2([OH:21])[C@:5]5([C:6]=34)[CH2:4][CH2:3]1)=[O:15].[ClH:27]. (4) Reactant: [Cl:1][C:2]1[C:3](=[O:29])[N:4]([C:19]2[CH:20]=[C:21]([CH:25]=[CH:26][C:27]=2[F:28])[C:22](O)=[O:23])[C:5]([CH3:18])=[CH:6][C:7]=1[O:8][CH2:9][C:10]1[CH:15]=[CH:14][C:13]([F:16])=[CH:12][C:11]=1[F:17].O[N:31]1[C:35]2C=CC=CC=2N=N1.N=C=N.CN.CN=C=O. Product: [Cl:1][C:2]1[C:3](=[O:29])[N:4]([C:19]2[CH:20]=[C:21]([CH:25]=[CH:26][C:27]=2[F:28])[C:22]([NH:31][CH3:35])=[O:23])[C:5]([CH3:18])=[CH:6][C:7]=1[O:8][CH2:9][C:10]1[CH:15]=[CH:14][C:13]([F:16])=[CH:12][C:11]=1[F:17]. The catalyst class is: 213. (5) Reactant: [C:1]([C:3]1[CH:8]=[CH:7][N:6]2[C:9]3[CH2:15][C@H:14]([NH:16]C(=O)[C@H](O)C4C=CC=CC=4)[C@@H:13]([C:27]4[CH:32]=[C:31]([F:33])[C:30]([F:34])=[CH:29][C:28]=4[F:35])[CH2:12][C:10]=3[N:11]=[C:5]2[CH:4]=1)#[N:2].C([O-])([O-])=O.[Na+].[Na+]. Product: [NH2:16][C@@H:14]1[C@@H:13]([C:27]2[CH:32]=[C:31]([F:33])[C:30]([F:34])=[CH:29][C:28]=2[F:35])[CH2:12][C:10]2[N:11]=[C:5]3[CH:4]=[C:3]([C:1]#[N:2])[CH:8]=[CH:7][N:6]3[C:9]=2[CH2:15]1. The catalyst class is: 33. (6) Reactant: [NH2:1][C:2]1[CH:7]=[CH:6][CH:5]=[CH:4][C:3]=1[NH:8][CH:9]1[CH2:15][CH:14]2[N:16]([C:17]([O:19][C:20]([CH3:23])([CH3:22])[CH3:21])=[O:18])[CH:11]([CH2:12][CH2:13]2)[CH2:10]1.C1N=CN([C:29](N2C=NC=C2)=[O:30])C=1. Product: [O:30]=[C:29]1[N:8]([CH:9]2[CH2:10][CH:11]3[N:16]([C:17]([O:19][C:20]([CH3:23])([CH3:22])[CH3:21])=[O:18])[CH:14]([CH2:13][CH2:12]3)[CH2:15]2)[C:3]2[CH:4]=[CH:5][CH:6]=[CH:7][C:2]=2[NH:1]1. The catalyst class is: 11.